This data is from Forward reaction prediction with 1.9M reactions from USPTO patents (1976-2016). The task is: Predict the product of the given reaction. (1) Given the reactants [NH2:1][C@@H:2]1[C:8](=[O:9])[N:7]([CH2:10][C:11]([O:13][CH3:14])=[O:12])[C:6]2[CH:15]=[CH:16][CH:17]=[CH:18][C:5]=2[O:4][C@@H:3]1[C:19]1[CH:24]=[CH:23][CH:22]=[CH:21][CH:20]=1.[F:25][C:26]1[CH:27]=[C:28]([CH2:33][C:34]([NH:36][C@H:37]([C:39](O)=[O:40])[CH3:38])=[O:35])[CH:29]=[C:30]([F:32])[CH:31]=1.C1C=CC2N(O)N=NC=2C=1.CN1CCOCC1.CCN=C=NCCCN(C)C.Cl, predict the reaction product. The product is: [F:25][C:26]1[CH:27]=[C:28]([CH2:33][C:34]([NH:36][C@H:37]([C:39]([NH:1][C@@H:2]2[C:8](=[O:9])[N:7]([CH2:10][C:11]([O:13][CH3:14])=[O:12])[C:6]3[CH:15]=[CH:16][CH:17]=[CH:18][C:5]=3[O:4][C@@H:3]2[C:19]2[CH:24]=[CH:23][CH:22]=[CH:21][CH:20]=2)=[O:40])[CH3:38])=[O:35])[CH:29]=[C:30]([F:32])[CH:31]=1. (2) Given the reactants Cl.[CH:2]1[CH:3]=[N:4][N:5]2[CH:10]=[CH:9][C:8]3[CH2:11][CH2:12][CH:13]([CH2:14][CH2:15][NH2:16])[C:7]=3[C:6]=12.C(N(CC)CC)C.[C:24](OC(=O)C)(=[O:26])[CH3:25].O, predict the reaction product. The product is: [CH:2]1[CH:3]=[N:4][N:5]2[CH:10]=[CH:9][C:8]3[CH2:11][CH2:12][CH:13]([CH2:14][CH2:15][NH:16][C:24](=[O:26])[CH3:25])[C:7]=3[C:6]=12.